Dataset: Full USPTO retrosynthesis dataset with 1.9M reactions from patents (1976-2016). Task: Predict the reactants needed to synthesize the given product. (1) Given the product [CH2:8]([O:15][C:16]1[C:23]([O:24][CH3:25])=[CH:22][C:19]([C:20]([OH:1])=[O:21])=[CH:18][C:17]=1[F:26])[C:9]1[CH:10]=[CH:11][CH:12]=[CH:13][CH:14]=1, predict the reactants needed to synthesize it. The reactants are: [OH2:1].[Mn]([O-])(=O)(=O)=O.[K+].[CH2:8]([O:15][C:16]1[C:23]([O:24][CH3:25])=[CH:22][C:19]([CH:20]=[O:21])=[CH:18][C:17]=1[F:26])[C:9]1[CH:14]=[CH:13][CH:12]=[CH:11][CH:10]=1. (2) Given the product [CH2:18]([C:20]1[NH:28][C:27]2[C:22](=[N:23][CH:24]=[N:25][C:26]=2[N:21]2[CH2:22][CH2:27][N:11]([C:9](=[O:10])[CH2:8][C:2]3[CH:3]=[CH:4][CH:5]=[CH:6][CH:7]=3)[CH2:18][CH2:20]2)[N:21]=1)[CH3:19], predict the reactants needed to synthesize it. The reactants are: Cl.[C:2]1([CH2:8][C:9]([NH:11]N2CCNCC2)=[O:10])[CH:7]=[CH:6][CH:5]=[CH:4][CH:3]=1.[CH2:18]([C:20]1[NH:28][C:27]2[C:22](=[N:23][CH:24]=[N:25][C:26]=2Cl)[N:21]=1)[CH3:19].